This data is from Reaction yield outcomes from USPTO patents with 853,638 reactions. The task is: Predict the reaction yield, written as a fraction of the theoretical maximum amount of product (1.0 means a 100% yield; for example, 0.34 means a 34% yield). (1) The reactants are [CH3:1][O:2][C:3]([C:5]1[CH:6]=[CH:7][C:8]2[S:13][CH2:12][C:11](=O)[NH:10][C:9]=2[CH:15]=1)=[O:4]. The catalyst is O1CCCC1. The product is [CH3:1][O:2][C:3]([C:5]1[CH:6]=[CH:7][C:8]2[S:13][CH2:12][CH2:11][NH:10][C:9]=2[CH:15]=1)=[O:4]. The yield is 0.960. (2) The reactants are [CH3:1][C:2]1[CH:11]=[CH:10][C:9]2[C:4](=[CH:5][CH:6]=[CH:7][C:8]=2[N:12]2[CH2:17][CH2:16][N:15]([CH2:18][CH2:19][C:20]3[CH:21]=[C:22]([CH:24]=[CH:25][CH:26]=3)[NH2:23])[CH2:14][CH2:13]2)[N:3]=1.[CH3:27][O:28][C:29]1[O:33][C:32]([C:34](O)=[O:35])=[N:31][CH:30]=1. No catalyst specified. The product is [CH3:27][O:28][C:29]1[O:33][C:32]([C:34]([NH:23][C:22]2[CH:24]=[CH:25][CH:26]=[C:20]([CH2:19][CH2:18][N:15]3[CH2:14][CH2:13][N:12]([C:8]4[CH:7]=[CH:6][CH:5]=[C:4]5[C:9]=4[CH:10]=[CH:11][C:2]([CH3:1])=[N:3]5)[CH2:17][CH2:16]3)[CH:21]=2)=[O:35])=[N:31][CH:30]=1. The yield is 0.300. (3) The reactants are [N+:1]([C:4]1[C:13]2[C:8](=[CH:9][CH:10]=[CH:11][CH:12]=2)[C:7]([OH:14])=[CH:6][CH:5]=1)([O-:3])=[O:2].C1C=CC(P(C2C=CC=CC=2)C2C=CC=CC=2)=CC=1.[NH2:34][C:35]1[CH:40]=[C:39]([CH2:41]O)[CH:38]=[CH:37][N:36]=1.CC(OC(/N=N/C(OC(C)C)=O)=O)C. The catalyst is C1COCC1. The product is [NH2:34][C:35]1[CH:40]=[C:39]([CH2:41][O:14][C:7]2[C:8]3[C:13](=[CH:12][CH:11]=[CH:10][CH:9]=3)[C:4]([N+:1]([O-:3])=[O:2])=[CH:5][CH:6]=2)[CH:38]=[CH:37][N:36]=1. The yield is 0.560. (4) The reactants are Cl.[C:2]([CH2:5][O:6][NH2:7])([OH:4])=[O:3].[C:2]([CH2:5][O:6][NH2:7])([OH:4])=[O:3].C(=O)(O)[O-].[Na+].[CH2:19]([S:26](Cl)(=[O:28])=[O:27])[C:20]1[CH:25]=[CH:24][CH:23]=[CH:22][CH:21]=1. The catalyst is O.O1CCCC1.C(OCC)C. The product is [C:20]1([CH2:19][S:26]([NH:7][O:6][CH2:5][C:2]([OH:4])=[O:3])(=[O:28])=[O:27])[CH:25]=[CH:24][CH:23]=[CH:22][CH:21]=1. The yield is 0.410. (5) The reactants are [Cl:1][C:2]1[CH:3]=[CH:4][C:5]([NH:9]C(=O)C(C)(C)C)=[N:6][C:7]=1[Cl:8].Cl.O.CCO. The catalyst is C(OCC)(=O)C.CCCCCC. The product is [Cl:1][C:2]1[CH:3]=[CH:4][C:5]([NH2:9])=[N:6][C:7]=1[Cl:8]. The yield is 0.930. (6) The reactants are [Cl:1][C:2]1[CH:3]=[C:4]([NH:8][C:9]2[CH:14]=[C:13]([NH:15][C:16]3[CH:17]=[C:18]([CH:26]=[CH:27][CH:28]=3)[C:19]([O:21]C(C)(C)C)=[O:20])[N:12]3[N:29]=[CH:30][C:31]([CH:32]=[C:33]4[C:37](=[O:38])[NH:36][C:35](=[O:39])[NH:34]4)=[C:11]3[N:10]=2)[CH:5]=[CH:6][CH:7]=1. The catalyst is C(O)(C(F)(F)F)=O.C(Cl)Cl. The product is [Cl:1][C:2]1[CH:3]=[C:4]([NH:8][C:9]2[CH:14]=[C:13]([NH:15][C:16]3[CH:17]=[C:18]([CH:26]=[CH:27][CH:28]=3)[C:19]([OH:21])=[O:20])[N:12]3[N:29]=[CH:30][C:31]([CH:32]=[C:33]4[C:37](=[O:38])[NH:36][C:35](=[O:39])[NH:34]4)=[C:11]3[N:10]=2)[CH:5]=[CH:6][CH:7]=1. The yield is 0.850. (7) The reactants are [Br:1][C:2]1[CH:7]=[CH:6][C:5]([NH:8][C:9]2[C:10]([C:20]([OH:22])=O)=[CH:11][C:12]3[N:16](C)[CH:15]=[N:14][C:13]=3[C:18]=2[F:19])=[C:4]([Cl:23])[CH:3]=1.C1C=CC2N(O)N=[N:30][C:28]=2C=1.C(N(CC)CC)C.CN.CCN=C=NCCCN(C)C. The catalyst is CN(C)C=O.C(OCC)(=O)C.O. The product is [CH3:28][NH:30][C:20]([C:10]1[C:9]([NH:8][C:5]2[CH:6]=[CH:7][C:2]([Br:1])=[CH:3][C:4]=2[Cl:23])=[C:18]([F:19])[C:13]2[N:14]=[CH:15][NH:16][C:12]=2[CH:11]=1)=[O:22]. The yield is 0.420. (8) The catalyst is Cl. The yield is 0.810. The reactants are [F:1][C:2]1[C:7]([F:8])=[CH:6][N:5]=[C:4]2[NH:9][CH:10]=[C:11]([N+:12]([O-])=O)[C:3]=12.[OH-].[Na+]. The product is [F:1][C:2]1[C:7]([F:8])=[CH:6][N:5]=[C:4]2[NH:9][CH:10]=[C:11]([NH2:12])[C:3]=12.